This data is from Merck oncology drug combination screen with 23,052 pairs across 39 cell lines. The task is: Regression. Given two drug SMILES strings and cell line genomic features, predict the synergy score measuring deviation from expected non-interaction effect. (1) Drug 1: C=CCn1c(=O)c2cnc(Nc3ccc(N4CCN(C)CC4)cc3)nc2n1-c1cccc(C(C)(C)O)n1. Drug 2: CCc1cnn2c(NCc3ccc[n+]([O-])c3)cc(N3CCCCC3CCO)nc12. Cell line: ES2. Synergy scores: synergy=-6.19. (2) Drug 1: O=c1[nH]cc(F)c(=O)[nH]1. Drug 2: CC(C)CC(NC(=O)C(Cc1ccccc1)NC(=O)c1cnccn1)B(O)O. Cell line: RPMI7951. Synergy scores: synergy=-10.5. (3) Drug 1: COc1cccc2c1C(=O)c1c(O)c3c(c(O)c1C2=O)CC(O)(C(=O)CO)CC3OC1CC(N)C(O)C(C)O1. Drug 2: COC1=C2CC(C)CC(OC)C(O)C(C)C=C(C)C(OC(N)=O)C(OC)C=CC=C(C)C(=O)NC(=CC1=O)C2=O. Cell line: RPMI7951. Synergy scores: synergy=-3.05. (4) Drug 1: COC12C(COC(N)=O)C3=C(C(=O)C(C)=C(N)C3=O)N1CC1NC12. Drug 2: Cc1nc(Nc2ncc(C(=O)Nc3c(C)cccc3Cl)s2)cc(N2CCN(CCO)CC2)n1. Cell line: HT144. Synergy scores: synergy=-20.1. (5) Drug 1: CN(Cc1cnc2nc(N)nc(N)c2n1)c1ccc(C(=O)NC(CCC(=O)O)C(=O)O)cc1. Drug 2: N#Cc1ccc(Cn2cncc2CN2CCN(c3cccc(Cl)c3)C(=O)C2)cc1. Cell line: OCUBM. Synergy scores: synergy=3.04. (6) Drug 1: O=S1(=O)NC2(CN1CC(F)(F)F)C1CCC2Cc2cc(C=CCN3CCC(C(F)(F)F)CC3)ccc2C1. Drug 2: CS(=O)(=O)CCNCc1ccc(-c2ccc3ncnc(Nc4ccc(OCc5cccc(F)c5)c(Cl)c4)c3c2)o1. Cell line: OV90. Synergy scores: synergy=11.1.